From a dataset of Forward reaction prediction with 1.9M reactions from USPTO patents (1976-2016). Predict the product of the given reaction. (1) Given the reactants [Br:1][C:2]1[CH:3]=[C:4]([NH2:12])[C:5]2[CH:6]=[N:7][N:8]([CH3:11])[C:9]=2[CH:10]=1.N1C=CC=CC=1.Cl[CH2:20][C:21]1[N:22]=[C:23]([C:26]([Cl:28])=O)[S:24][CH:25]=1.C(=O)(O)[O-:30].[Na+], predict the reaction product. The product is: [Br:1][C:2]1[CH:10]=[C:9]2[C:5]([CH:6]=[N:7][N:8]2[CH3:11])=[C:4]([NH:12][C:20]([C:21]2[N:22]=[C:23]([CH2:26][Cl:28])[S:24][CH:25]=2)=[O:30])[CH:3]=1. (2) The product is: [Br:1][C:2]1[N:3]([C:12]2[C:21]3[C:16](=[CH:17][CH:18]=[CH:19][CH:20]=3)[C:15]([CH:22]3[CH2:24][CH2:23]3)=[CH:14][CH:13]=2)[C:4]([S:7][CH2:8][C:9]([NH:25][OH:26])=[O:11])=[N:5][N:6]=1. Given the reactants [Br:1][C:2]1[N:3]([C:12]2[C:21]3[C:16](=[CH:17][CH:18]=[CH:19][CH:20]=3)[C:15]([CH:22]3[CH2:24][CH2:23]3)=[CH:14][CH:13]=2)[C:4]([S:7][CH2:8][C:9]([OH:11])=O)=[N:5][N:6]=1.[NH2:25][OH:26], predict the reaction product. (3) The product is: [CH3:19][C@@H:20]1[CH:27]=[CH:26][CH2:25][C:22]2([CH2:23][CH2:24]2)[C@@H:21]1[C:28](=[O:30])[CH:7]=[CH:5][CH3:6]. Given the reactants C(N[CH:5]([CH3:7])[CH3:6])(C)C.[Li]CCCC.CCCCCC.[CH3:19][C@@H:20]1[CH:27]=[CH:26][CH2:25][C:22]2([CH2:24][CH2:23]2)[C@@H:21]1[C:28](=[O:30])C.C(=O)C.Cl.[Na+].[Cl-].O.C1(C)C=CC(S(O)(=O)=O)=CC=1.C([O-])(O)=O.[Na+], predict the reaction product. (4) Given the reactants Cl[C:2]1[N:7]=[C:6]2[N:8]([CH:11]3[CH2:16][CH2:15][CH2:14][CH2:13][O:12]3)[N:9]=[CH:10][C:5]2=[C:4]([NH:17][CH2:18][CH:19]([CH3:22])[CH2:20][OH:21])[N:3]=1.[F:23][C:24]1[CH:38]=[C:37](B2OC(C)(C)C(C)(C)O2)[C:36]([CH2:48][C:49]([F:52])([F:51])[F:50])=[CH:35][C:25]=1[O:26][CH2:27][O:28][CH2:29][CH2:30][Si:31]([CH3:34])([CH3:33])[CH3:32], predict the reaction product. The product is: [F:23][C:24]1[C:25]([O:26][CH2:27][O:28][CH2:29][CH2:30][Si:31]([CH3:32])([CH3:34])[CH3:33])=[CH:35][C:36]([CH2:48][C:49]([F:52])([F:51])[F:50])=[C:37]([C:2]2[N:7]=[C:6]3[N:8]([CH:11]4[CH2:16][CH2:15][CH2:14][CH2:13][O:12]4)[N:9]=[CH:10][C:5]3=[C:4]([NH:17][CH2:18][CH:19]([CH3:22])[CH2:20][OH:21])[N:3]=2)[CH:38]=1. (5) Given the reactants Br[C:2]1[CH:3]=[C:4]2[CH2:10][CH2:9][N:8]([Si:11]([C:14]([CH3:17])([CH3:16])[CH3:15])([CH3:13])[CH3:12])[C:5]2=[N:6][CH:7]=1.C([Li])CCC.CCCCCC.[CH2:29]([S:31]SCC)[CH3:30], predict the reaction product. The product is: [C:14]([Si:11]([CH3:13])([CH3:12])[N:8]1[C:5]2=[N:6][CH:7]=[C:2]([S:31][CH2:29][CH3:30])[CH:3]=[C:4]2[CH2:10][CH2:9]1)([CH3:17])([CH3:16])[CH3:15].